This data is from Full USPTO retrosynthesis dataset with 1.9M reactions from patents (1976-2016). The task is: Predict the reactants needed to synthesize the given product. Given the product [CH3:12][O:13][C:14]1[CH:15]=[C:16]([CH:20]=[CH:21][C:22]=1[NH:23][C:24]1[S:25][CH:2]=[C:3]([C:5]2[CH:6]=[N:7][CH:8]=[CH:9][CH:10]=2)[N:26]=1)[C:17]([NH2:19])=[O:18], predict the reactants needed to synthesize it. The reactants are: Br[CH2:2][C:3]([C:5]1[CH:6]=[N:7][CH:8]=[CH:9][CH:10]=1)=O.Br.[CH3:12][O:13][C:14]1[CH:15]=[C:16]([CH:20]=[CH:21][C:22]=1[NH:23][C:24]([NH2:26])=[S:25])[C:17]([NH2:19])=[O:18].